Dataset: Full USPTO retrosynthesis dataset with 1.9M reactions from patents (1976-2016). Task: Predict the reactants needed to synthesize the given product. (1) Given the product [CH2:1]([O:8][CH2:9][CH2:10][NH:11][CH3:12])[C:2]1[CH:7]=[CH:6][CH:5]=[CH:4][CH:3]=1, predict the reactants needed to synthesize it. The reactants are: [CH2:1]([O:8][CH2:9][CH2:10][N:11](C)[C:12](=O)OC(C)(C)C)[C:2]1[CH:7]=[CH:6][CH:5]=[CH:4][CH:3]=1.C(O)(C(F)(F)F)=O.C([O-])(O)=O.[Na+]. (2) Given the product [CH2:1]([O:8][C:9]([N:11]1[CH2:12][CH:13]([C:15]2[CH:16]=[C:17]3[S:23][C:22]([C:24]([OH:26])=[O:25])=[C:21]([Br:28])[C:18]3=[N:19][CH:20]=2)[CH2:14]1)=[O:10])[C:2]1[CH:7]=[CH:6][CH:5]=[CH:4][CH:3]=1, predict the reactants needed to synthesize it. The reactants are: [CH2:1]([O:8][C:9]([N:11]1[CH2:14][CH:13]([C:15]2[CH:16]=[C:17]3[S:23][C:22]([C:24]([O:26]C)=[O:25])=[C:21]([Br:28])[C:18]3=[N:19][CH:20]=2)[CH2:12]1)=[O:10])[C:2]1[CH:7]=[CH:6][CH:5]=[CH:4][CH:3]=1.[Li+].[OH-].C1COCC1.CO.O.